Dataset: Forward reaction prediction with 1.9M reactions from USPTO patents (1976-2016). Task: Predict the product of the given reaction. (1) Given the reactants [C:1]1([CH2:7][O:8][C:9]2[CH:14]=[CH:13][C:12]([O:15][CH2:16][CH2:17][O:18][CH2:19][CH2:20][N:21](C(OC(C)(C)C)=O)C(OC(C)(C)C)=O)=[CH:11][C:10]=2[C:36]([NH:38][C:39]2[CH:40]=[N:41][CH:42]=[CH:43][CH:44]=2)=[O:37])[CH:6]=[CH:5][CH:4]=[CH:3][CH:2]=1, predict the reaction product. The product is: [NH2:21][CH2:20][CH2:19][O:18][CH2:17][CH2:16][O:15][C:12]1[CH:13]=[CH:14][C:9]([O:8][CH2:7][C:1]2[CH:6]=[CH:5][CH:4]=[CH:3][CH:2]=2)=[C:10]([CH:11]=1)[C:36]([NH:38][C:39]1[CH:40]=[N:41][CH:42]=[CH:43][CH:44]=1)=[O:37]. (2) Given the reactants Cl[C:2]1[CH:11]=[CH:10][C:9]2[C:4](=[CH:5][CH:6]=[C:7](Cl)[CH:8]=2)[N:3]=1.[CH3:13][O:14][C:15]1[CH:16]=[C:17]([CH:20]=[CH:21][CH:22]=1)[CH2:18][NH2:19].[CH2:23]([NH2:30])[C:24]1[CH:29]=[CH:28][CH:27]=[CH:26][CH:25]=1, predict the reaction product. The product is: [CH2:23]([NH:30][C:7]1[CH:8]=[C:9]2[C:4](=[CH:5][CH:6]=1)[N:3]=[C:2]([NH:19][CH2:18][C:17]1[CH:20]=[CH:21][CH:22]=[C:15]([O:14][CH3:13])[CH:16]=1)[CH:11]=[CH:10]2)[C:24]1[CH:29]=[CH:28][CH:27]=[CH:26][CH:25]=1. (3) Given the reactants [F:1][C:2]1[CH:28]=[CH:27][C:5]([O:6][CH2:7][C@H:8]2[CH2:26][N:12]3[CH2:13][CH2:14][N:15]([C:17]4[CH:22]=[CH:21][C:20]([N+:23]([O-])=O)=[CH:19][CH:18]=4)[CH2:16][C@@H:11]3[CH2:10][CH2:9]2)=[CH:4][CH:3]=1, predict the reaction product. The product is: [F:1][C:2]1[CH:3]=[CH:4][C:5]([O:6][CH2:7][C@H:8]2[CH2:26][N:12]3[CH2:13][CH2:14][N:15]([C:17]4[CH:22]=[CH:21][C:20]([NH2:23])=[CH:19][CH:18]=4)[CH2:16][C@@H:11]3[CH2:10][CH2:9]2)=[CH:27][CH:28]=1.